Dataset: Peptide-MHC class I binding affinity with 185,985 pairs from IEDB/IMGT. Task: Regression. Given a peptide amino acid sequence and an MHC pseudo amino acid sequence, predict their binding affinity value. This is MHC class I binding data. (1) The peptide sequence is KKQKFYALF. The MHC is HLA-A02:01 with pseudo-sequence HLA-A02:01. The binding affinity (normalized) is 0. (2) The peptide sequence is GRRPLKNRK. The MHC is HLA-B07:02 with pseudo-sequence HLA-B07:02. The binding affinity (normalized) is 0.0847. (3) The MHC is HLA-B44:02 with pseudo-sequence HLA-B44:02. The binding affinity (normalized) is 0.257. The peptide sequence is SDSVCACGL. (4) The MHC is HLA-B27:03 with pseudo-sequence HLA-B27:03. The peptide sequence is LTMNLVSDI. The binding affinity (normalized) is 0.0847. (5) The peptide sequence is GRNQFVDGL. The MHC is HLA-B14:02 with pseudo-sequence HLA-B14:02. The binding affinity (normalized) is 0.213. (6) The MHC is HLA-A02:01 with pseudo-sequence HLA-A02:01. The binding affinity (normalized) is 0.294. The peptide sequence is VMNNLSELT. (7) The peptide sequence is FSFFMNENF. The MHC is HLA-A26:01 with pseudo-sequence HLA-A26:01. The binding affinity (normalized) is 0.0847. (8) The peptide sequence is FWMCSNGSL. The MHC is HLA-A29:02 with pseudo-sequence HLA-A29:02. The binding affinity (normalized) is 0.000612.